Dataset: Catalyst prediction with 721,799 reactions and 888 catalyst types from USPTO. Task: Predict which catalyst facilitates the given reaction. (1) Reactant: [Br:1][C:2]1[CH:3]=[C:4]([CH:7]=[CH:8][C:9]=1[N:10]1[C:22]2[CH2:21][CH2:20][CH2:19][C:18](=[O:23])[C:17]=2[C:16]2[C:11]1=[CH:12][CH:13]=[CH:14][CH:15]=2)[C:5]#[N:6].CS(C)=[O:26].[OH-].[K+].OO. Product: [Br:1][C:2]1[CH:3]=[C:4]([CH:7]=[CH:8][C:9]=1[N:10]1[C:22]2[CH2:21][CH2:20][CH2:19][C:18](=[O:23])[C:17]=2[C:16]2[C:11]1=[CH:12][CH:13]=[CH:14][CH:15]=2)[C:5]([NH2:6])=[O:26]. The catalyst class is: 336. (2) Reactant: [CH2:1]([O:15][C:16]1[C:17]2[C:25]([CH:26]=[C:27]3[CH:31]=[CH:30][S:29][C:28]=13)=[C:24]([O:32][CH2:33][CH2:34][CH2:35][CH2:36][CH2:37][CH2:38][CH2:39][CH2:40][CH2:41][CH2:42][CH2:43][CH2:44][CH2:45][CH3:46])[C:20]1[S:21][CH:22]=[CH:23][C:19]=1[CH:18]=2)[CH2:2][CH2:3][CH2:4][CH2:5][CH2:6][CH2:7][CH2:8][CH2:9][CH2:10][CH2:11][CH2:12][CH2:13][CH3:14].C([Li])CCC.[CH3:52][Sn:53](Cl)([CH3:55])[CH3:54].O. Product: [CH3:52][Sn:53]([CH3:55])([CH3:54])[C:22]1[S:21][C:20]2[C:24]([O:32][CH2:33][CH2:34][CH2:35][CH2:36][CH2:37][CH2:38][CH2:39][CH2:40][CH2:41][CH2:42][CH2:43][CH2:44][CH2:45][CH3:46])=[C:25]3[C:17](=[CH:18][C:19]=2[CH:23]=1)[C:16]([O:15][CH2:1][CH2:2][CH2:3][CH2:4][CH2:5][CH2:6][CH2:7][CH2:8][CH2:9][CH2:10][CH2:11][CH2:12][CH2:13][CH3:14])=[C:28]1[S:29][C:30]([Sn:53]([CH3:55])([CH3:54])[CH3:52])=[CH:31][C:27]1=[CH:26]3. The catalyst class is: 1. (3) Reactant: O.Cl.[NH2:3][C:4]1[CH:22]=[CH:21][C:20]([N+:23]([O-])=O)=[C:19]2[C:5]=1[C:6](=[O:28])[C:7]1([OH:27])[C:11]3[CH:12]=[CH:13][C:14]([CH:16]([CH3:18])[CH3:17])=[CH:15][C:10]=3[O:9][C:8]12[OH:26]. Product: [NH2:3][C:4]1[CH:22]=[CH:21][C:20]([NH2:23])=[C:19]2[C:5]=1[C:6](=[O:28])[C:7]1([OH:27])[C:11]3[CH:12]=[CH:13][C:14]([CH:16]([CH3:18])[CH3:17])=[CH:15][C:10]=3[O:9][C:8]12[OH:26]. The catalyst class is: 186. (4) Reactant: [Cl:1][C:2]1[N:3]=[CH:4][N:5]([CH2:8][CH2:9][CH2:10][NH:11][C:12]([C:14]2[C:22]3[N:21]=[C:20]([C:23]4[CH:28]=[CH:27][C:26]([NH2:29])=[CH:25][C:24]=4[CH2:30][CH2:31][N:32]4[CH2:37][CH2:36][O:35][CH2:34][CH2:33]4)[NH:19][C:18]=3[C:17]([O:38]C)=[CH:16][CH:15]=2)=[O:13])[C:6]=1[Cl:7].B(Br)(Br)Br. Product: [Cl:1][C:2]1[N:3]=[CH:4][N:5]([CH2:8][CH2:9][CH2:10][NH:11][C:12]([C:14]2[C:22]3[N:21]=[C:20]([C:23]4[CH:28]=[CH:27][C:26]([NH2:29])=[CH:25][C:24]=4[CH2:30][CH2:31][N:32]4[CH2:37][CH2:36][O:35][CH2:34][CH2:33]4)[NH:19][C:18]=3[C:17]([OH:38])=[CH:16][CH:15]=2)=[O:13])[C:6]=1[Cl:7]. The catalyst class is: 6. (5) Reactant: [Br:1][C:2]1[CH:3]=[C:4]([C:8]2([CH3:15])[CH2:12][O:11][S:10](=[O:14])(=[O:13])[NH:9]2)[CH:5]=[CH:6][CH:7]=1.[CH2:16](I)[CH:17]=[CH2:18].[OH-].[Na+]. Product: [CH2:18]([N:9]1[C:8]([C:4]2[CH:5]=[CH:6][CH:7]=[C:2]([Br:1])[CH:3]=2)([CH3:15])[CH2:12][O:11][S:10]1(=[O:14])=[O:13])[CH:17]=[CH2:16]. The catalyst class is: 2.